Dataset: Reaction yield outcomes from USPTO patents with 853,638 reactions. Task: Predict the reaction yield, written as a fraction of the theoretical maximum amount of product (1.0 means a 100% yield; for example, 0.34 means a 34% yield). The reactants are [CH:1]1([Mg]Cl)[CH2:5][CH2:4][CH2:3][CH2:2]1.[C:8]1([CH2:14][C:15]#N)[CH:13]=[CH:12][CH:11]=[CH:10][CH:9]=1.Cl.[O:18]1CCCC1. The catalyst is CC(C)[O-].[Ti+4].CC(C)[O-].CC(C)[O-].CC(C)[O-]. The product is [CH:1]1([C:15](=[O:18])[CH2:14][C:8]2[CH:13]=[CH:12][CH:11]=[CH:10][CH:9]=2)[CH2:5][CH2:4][CH2:3][CH2:2]1. The yield is 0.665.